Dataset: Catalyst prediction with 721,799 reactions and 888 catalyst types from USPTO. Task: Predict which catalyst facilitates the given reaction. (1) Reactant: [CH3:1][O:2][C:3]1[CH:40]=[CH:39][C:6]([CH2:7][N:8]([CH2:30][C:31]2[CH:36]=[CH:35][C:34]([O:37][CH3:38])=[CH:33][CH:32]=2)[C:9]2[N:14]=[CH:13][C:12]([C:15]3[C:16]4[CH2:29][CH2:28][NH:27][C:17]=4[N:18]=[C:19]([N:21]4[CH2:26][CH2:25][O:24][CH2:23][CH2:22]4)[N:20]=3)=[CH:11][N:10]=2)=[CH:5][CH:4]=1.[H-].[Na+].[S:43](Cl)([CH3:46])(=[O:45])=[O:44].[Cl-].[NH4+]. Product: [CH3:46][S:43]([N:27]1[C:17]2[N:18]=[C:19]([N:21]3[CH2:26][CH2:25][O:24][CH2:23][CH2:22]3)[N:20]=[C:15]([C:12]3[CH:11]=[N:10][C:9]([N:8]([CH2:7][C:6]4[CH:5]=[CH:4][C:3]([O:2][CH3:1])=[CH:40][CH:39]=4)[CH2:30][C:31]4[CH:32]=[CH:33][C:34]([O:37][CH3:38])=[CH:35][CH:36]=4)=[N:14][CH:13]=3)[C:16]=2[CH2:29][CH2:28]1)(=[O:45])=[O:44]. The catalyst class is: 7. (2) Reactant: [Br:1][C:2]1[CH:3]=[C:4]([CH:8]2[CH2:13][CH2:12][N:11]([C:14](OC(C)(C)C)=O)[CH2:10][CH2:9]2)[CH:5]=[CH:6][CH:7]=1.C=O. Product: [Br:1][C:2]1[CH:3]=[C:4]([CH:8]2[CH2:13][CH2:12][N:11]([CH3:14])[CH2:10][CH2:9]2)[CH:5]=[CH:6][CH:7]=1. The catalyst class is: 106. (3) Reactant: [CH3:1][O-:2].[Na+].[Br:4][C:5]1[CH:12]=[CH:11][CH:10]=[CH:9][C:6]=1[CH2:7]Br.C1(C)C=CC=CC=1.O. Product: [CH3:1][O:2][CH2:7][C:6]1[CH:9]=[CH:10][CH:11]=[CH:12][C:5]=1[Br:4]. The catalyst class is: 5. (4) Reactant: [CH2:1]([O:8][C:9]1[CH:10]=[CH:11][C:12]([C@@H:20]([O:32][Si:33]([C:36]([CH3:39])([CH3:38])[CH3:37])([CH3:35])[CH3:34])[CH2:21][NH:22][CH2:23][CH2:24][C:25]2[CH:30]=[CH:29][C:28]([OH:31])=[CH:27][CH:26]=2)=[C:13]2[C:18]=1[NH:17][C:16](=[O:19])[CH:15]=[CH:14]2)[C:2]1[CH:7]=[CH:6][CH:5]=[CH:4][CH:3]=1.[C:40]([O:44][C:45](O[C:45]([O:44][C:40]([CH3:43])([CH3:42])[CH3:41])=[O:46])=[O:46])([CH3:43])([CH3:42])[CH3:41]. Product: [CH2:1]([O:8][C:9]1[CH:10]=[CH:11][C:12]([C@@H:20]([O:32][Si:33]([C:36]([CH3:39])([CH3:38])[CH3:37])([CH3:35])[CH3:34])[CH2:21][N:22]([CH2:23][CH2:24][C:25]2[CH:30]=[CH:29][C:28]([OH:31])=[CH:27][CH:26]=2)[C:45](=[O:46])[O:44][C:40]([CH3:43])([CH3:42])[CH3:41])=[C:13]2[C:18]=1[NH:17][C:16](=[O:19])[CH:15]=[CH:14]2)[C:2]1[CH:3]=[CH:4][CH:5]=[CH:6][CH:7]=1. The catalyst class is: 2. (5) Reactant: [CH:1]1([C:4]2[CH:9]=[CH:8][N:7]=[CH:6][C:5]=2[N:10]2[CH2:14][CH2:13][NH:12][C:11]2=[O:15])[CH2:3][CH2:2]1.[Cl:16][C:17]1[CH:22]=[C:21](Cl)[N:20]=[C:19]([CH3:24])[N:18]=1.CN[C@@H]1CCCC[C@H]1NC.P([O-])([O-])([O-])=O.[K+].[K+].[K+]. Product: [Cl:16][C:17]1[N:18]=[C:19]([CH3:24])[N:20]=[C:21]([N:12]2[CH2:13][CH2:14][N:10]([C:5]3[CH:6]=[N:7][CH:8]=[CH:9][C:4]=3[CH:1]3[CH2:3][CH2:2]3)[C:11]2=[O:15])[CH:22]=1. The catalyst class is: 246. (6) Reactant: [Cl-].[Cl-].[CH2:3]([C:6]1([Zr+2:11][C:12]2([CH2:17][CH2:18][CH3:19])[CH:16]=[CH:15][CH:14]=[CH:13]2)[CH:10]=[CH:9][CH:8]=[CH:7]1)[CH2:4][CH3:5].C([Sn]([F:33])(CCCC)CCCC)CCC.CCCCC. Product: [F-:33].[F-:33].[CH2:17]([C:12]1([Zr+2:11][C:6]2([CH2:3][CH2:4][CH3:5])[CH:10]=[CH:9][CH:8]=[CH:7]2)[CH:16]=[CH:15][CH:14]=[CH:13]1)[CH2:18][CH3:19]. The catalyst class is: 4.